From a dataset of CYP1A2 inhibition data for predicting drug metabolism from PubChem BioAssay. Regression/Classification. Given a drug SMILES string, predict its absorption, distribution, metabolism, or excretion properties. Task type varies by dataset: regression for continuous measurements (e.g., permeability, clearance, half-life) or binary classification for categorical outcomes (e.g., BBB penetration, CYP inhibition). Dataset: cyp1a2_veith. (1) The drug is COC(=O)[C@@]1(Cc2ccc(OC)cc2)[C@H]2c3cc(C(=O)N4CCCC4)n(C[C@H](O)CO)c3C[C@H]2CN1C(=O)c1ccccc1. The result is 0 (non-inhibitor). (2) The compound is C/C(=N\NC(=O)c1cccc(F)c1)c1ccc(Br)s1. The result is 1 (inhibitor).